Dataset: Catalyst prediction with 721,799 reactions and 888 catalyst types from USPTO. Task: Predict which catalyst facilitates the given reaction. (1) The catalyst class is: 12. Reactant: Br[C:2]1[CH:7]=[CH:6][CH:5]=[C:4]([CH2:8][O:9][CH2:10][C:11]([F:14])([F:13])[F:12])[CH:3]=1.[B:15]1([B:15]2[O:19][C:18]([CH3:21])([CH3:20])[C:17]([CH3:23])([CH3:22])[O:16]2)[O:19][C:18]([CH3:21])([CH3:20])[C:17]([CH3:23])([CH3:22])[O:16]1.C([O-])(=O)C.[K+]. Product: [CH3:22][C:17]1([CH3:23])[C:18]([CH3:21])([CH3:20])[O:19][B:15]([C:2]2[CH:7]=[CH:6][CH:5]=[C:4]([CH2:8][O:9][CH2:10][C:11]([F:14])([F:13])[F:12])[CH:3]=2)[O:16]1. (2) Reactant: [F:1][C:2]1[CH:7]=[CH:6][C:5]([CH:8]([OH:24])[CH2:9][N:10]([CH3:23])[S:11]([C:14]2[CH:18]=[C:17]([C:19](=[O:21])[CH3:20])[S:16][C:15]=2[NH2:22])(=[O:13])=[O:12])=[CH:4][CH:3]=1.[OH-].[Na+].FC1C=CC(CCl)=CC=1.[F:36][C:37]1[CH:45]=[CH:44][C:40]([C:41](Cl)=[O:42])=[CH:39][CH:38]=1. Product: [C:19]([C:17]1[S:16][C:15]([NH:22][C:41](=[O:42])[C:40]2[CH:44]=[CH:45][C:37]([F:36])=[CH:38][CH:39]=2)=[C:14]([S:11](=[O:13])(=[O:12])[N:10]([CH2:9][CH:8]([C:5]2[CH:4]=[CH:3][C:2]([F:1])=[CH:7][CH:6]=2)[OH:24])[CH3:23])[CH:18]=1)(=[O:21])[CH3:20]. The catalyst class is: 362. (3) Reactant: [CH3:1][O:2][CH2:3][C:4]1[N:8]=[C:7]([C:9]2[CH:14]=[CH:13][C:12]([N+:15]([O-])=O)=[CH:11][CH:10]=2)[O:6][N:5]=1. Product: [CH3:1][O:2][CH2:3][C:4]1[N:8]=[C:7]([C:9]2[CH:14]=[CH:13][C:12]([NH2:15])=[CH:11][CH:10]=2)[O:6][N:5]=1. The catalyst class is: 38. (4) Reactant: Cl[C:2]([O:4][CH3:5])=[O:3].[F:6][C:7]1[CH:13]=[CH:12][C:10]([NH2:11])=[CH:9][C:8]=1[N+:14]([O-:16])=[O:15].CCN(C(C)C)C(C)C. Product: [CH3:5][O:4][C:2](=[O:3])[NH:11][C:10]1[CH:12]=[CH:13][C:7]([F:6])=[C:8]([N+:14]([O-:16])=[O:15])[CH:9]=1. The catalyst class is: 4. (5) Reactant: [Cl:1][C:2]1[CH:7]=[CH:6][CH:5]=[C:4]([Cl:8])[CH:3]=1.[Li]CCCC.[C:14](OCC)(=[O:20])[C:15]([O:17][CH2:18][CH3:19])=[O:16]. Product: [Cl:1][C:2]1[CH:7]=[CH:6][CH:5]=[C:4]([Cl:8])[C:3]=1[C:14](=[O:20])[C:15]([O:17][CH2:18][CH3:19])=[O:16]. The catalyst class is: 1. (6) Reactant: [NH2:1][CH:2]1[CH2:6][N:5]([C:7]2[CH:8]=[CH:9][C:10]3[O:11][CH2:12][C:13](=[O:17])[NH:14][C:15]=3[N:16]=2)[C:4](=[O:18])[CH2:3]1.[CH3:19][O:20][C:21]1[CH:30]=[C:29]2[C:24]([N:25]=[CH:26][C:27](=[O:36])[N:28]2[CH2:31][CH2:32][CH2:33][CH:34]=O)=[CH:23][CH:22]=1.S([O-])([O-])(=O)=O.[Na+].[Na+].C(O[BH-](OC(=O)C)OC(=O)C)(=O)C.[Na+].C(=O)([O-])O.[Na+]. Product: [CH3:19][O:20][C:21]1[CH:30]=[C:29]2[C:24]([N:25]=[CH:26][C:27](=[O:36])[N:28]2[CH2:31][CH2:32][CH2:33][CH2:34][NH:1][CH:2]2[CH2:6][N:5]([C:7]3[CH:8]=[CH:9][C:10]4[O:11][CH2:12][C:13](=[O:17])[NH:14][C:15]=4[N:16]=3)[C:4](=[O:18])[CH2:3]2)=[CH:23][CH:22]=1. The catalyst class is: 204. (7) Reactant: [Cl:1][C:2]1[CH:7]=[CH:6][C:5]([C:8]2[N:12]=[C:11]([CH2:13]O)[S:10][N:9]=2)=[CH:4][CH:3]=1.P(Br)(Br)[Br:16].O. Product: [Br:16][CH2:13][C:11]1[S:10][N:9]=[C:8]([C:5]2[CH:6]=[CH:7][C:2]([Cl:1])=[CH:3][CH:4]=2)[N:12]=1. The catalyst class is: 11. (8) Reactant: [CH:1]1([Mg]Br)[CH2:3][CH2:2]1.[Cl:6][C:7]1[CH:12]=[CH:11][C:10]([C:13](=[O:15])[CH3:14])=[C:9]([F:16])[CH:8]=1.C(#N)C.O. Product: [Cl:6][C:7]1[CH:12]=[CH:11][C:10]([C:13]([CH:1]2[CH2:3][CH2:2]2)([OH:15])[CH3:14])=[C:9]([F:16])[CH:8]=1. The catalyst class is: 305. (9) Reactant: [F:1][C:2]1[CH:10]=[C:9]2[C:5]([C:6]([C:11]3[CH:19]=[CH:18][C:17]4[C:13](=[CH:14][N:15]([CH2:20][CH:21]5[CH2:26][CH2:25][N:24](C(OC(C)(C)C)=O)[CH2:23][CH2:22]5)[N:16]=4)[CH:12]=3)=[CH:7][NH:8]2)=[CH:4][CH:3]=1. Product: [F:1][C:2]1[CH:10]=[C:9]2[C:5]([C:6]([C:11]3[CH:19]=[CH:18][C:17]4[C:13](=[CH:14][N:15]([CH2:20][CH:21]5[CH2:26][CH2:25][NH:24][CH2:23][CH2:22]5)[N:16]=4)[CH:12]=3)=[CH:7][NH:8]2)=[CH:4][CH:3]=1. The catalyst class is: 89. (10) Reactant: [CH2:1]([C:3]1[CH:8]=[CH:7][CH:6]=[C:5]([CH2:9][CH3:10])[C:4]=1[C:11]1[CH:12]=[C:13]2[CH:19]=[CH:18][NH:17][C:14]2=[CH:15][N:16]=1)[CH3:2].[CH2:20]=O.C[NH:23][CH3:24].[C-]#N.[K+]. Product: [CH2:1]([C:3]1[CH:8]=[CH:7][CH:6]=[C:5]([CH2:9][CH3:10])[C:4]=1[C:11]1[CH:12]=[C:13]2[C:19]([CH2:20][C:24]#[N:23])=[CH:18][NH:17][C:14]2=[CH:15][N:16]=1)[CH3:2]. The catalyst class is: 14.